Dataset: Forward reaction prediction with 1.9M reactions from USPTO patents (1976-2016). Task: Predict the product of the given reaction. (1) Given the reactants [Na].[C@@H:2]1([N:9]2[C:18]3[N:17]=[CH:16][N:15]=[C:13]([OH:14])[C:12]=3[N:11]=[CH:10]2)[O:8][C@H:5]([CH2:6][OH:7])[CH:4]=[CH:3]1.[H][H], predict the reaction product. The product is: [CH:10]1[N:9]([C@@H:2]2[O:8][C@H:5]([CH2:6][OH:7])[CH2:4][CH2:3]2)[C:18]2[N:17]=[CH:16][NH:15][C:13](=[O:14])[C:12]=2[N:11]=1. (2) Given the reactants [CH3:1][O:2][C:3]1[CH:4]=[C:5]([O:15][C:16]2[CH:21]=[CH:20][C:19]([S:22]([CH3:25])(=[O:24])=[O:23])=[CH:18][CH:17]=2)[CH:6]=[C:7]2[C:11]=1[NH:10][C:9]([C:12]([OH:14])=O)=[CH:8]2.[NH4+].O[N:28]1C2C=CC=CC=2N=N1.Cl.C(N=C=NCCCN(C)C)C, predict the reaction product. The product is: [CH3:1][O:2][C:3]1[CH:4]=[C:5]([O:15][C:16]2[CH:17]=[CH:18][C:19]([S:22]([CH3:25])(=[O:24])=[O:23])=[CH:20][CH:21]=2)[CH:6]=[C:7]2[C:11]=1[NH:10][C:9]([C:12]([NH2:28])=[O:14])=[CH:8]2.